Predict the product of the given reaction. From a dataset of Forward reaction prediction with 1.9M reactions from USPTO patents (1976-2016). Given the reactants [C:1]([O:5][C:6](=[O:25])[NH:7][C:8]1[CH2:9][O:10][CH2:11][C@:12]([C:17]2[CH:22]=[C:21]([NH2:23])[CH:20]=[CH:19][C:18]=2[F:24])([CH:14]([F:16])[F:15])[N:13]=1)([CH3:4])([CH3:3])[CH3:2].[C:26]([C:28]1[CH:29]=[CH:30][C:31]([C:34](O)=[O:35])=[N:32][CH:33]=1)#[N:27].C1C=C2N=NN(O)C2=CC=1.O.C(Cl)CCl, predict the reaction product. The product is: [C:1]([O:5][C:6](=[O:25])[NH:7][C:8]1[CH2:9][O:10][CH2:11][C@:12]([C:17]2[CH:22]=[C:21]([NH:23][C:34]([C:31]3[CH:30]=[CH:29][C:28]([C:26]#[N:27])=[CH:33][N:32]=3)=[O:35])[CH:20]=[CH:19][C:18]=2[F:24])([CH:14]([F:16])[F:15])[N:13]=1)([CH3:4])([CH3:2])[CH3:3].